Dataset: Reaction yield outcomes from USPTO patents with 853,638 reactions. Task: Predict the reaction yield, written as a fraction of the theoretical maximum amount of product (1.0 means a 100% yield; for example, 0.34 means a 34% yield). (1) The reactants are [C:1]([C:3]1[C:4]([O:20][CH2:21][C:22]([O:24]CC)=[O:23])=[N:5][C:6]([NH:9][C:10]2[N:11]=[CH:12][C:13]3[C:18]([CH:19]=2)=[CH:17][CH:16]=[CH:15][CH:14]=3)=[CH:7][N:8]=1)#[N:2].[OH-].[Li+].CO. The catalyst is C1COCC1. The product is [C:1]([C:3]1[C:4]([O:20][CH2:21][C:22]([OH:24])=[O:23])=[N:5][C:6]([NH:9][C:10]2[N:11]=[CH:12][C:13]3[C:18]([CH:19]=2)=[CH:17][CH:16]=[CH:15][CH:14]=3)=[CH:7][N:8]=1)#[N:2]. The yield is 0.340. (2) The reactants are [C:1]([C:3]1[CH:4]=[C:5]([C:9]2[CH2:14][CH2:13][C:12](=[O:15])[CH2:11][CH:10]=2)[CH:6]=[CH:7][CH:8]=1)#[N:2].[CH2:16](O)[CH2:17][OH:18]. The catalyst is C1(C)C=CC=CC=1.O.C1(C)C=CC(S(O)(=O)=O)=CC=1. The product is [CH2:17]1[O:18][C:12]2([CH2:13][CH2:14][C:9]([C:5]3[CH:6]=[CH:7][CH:8]=[C:3]([C:1]#[N:2])[CH:4]=3)=[CH:10][CH2:11]2)[O:15][CH2:16]1. The yield is 0.870. (3) The reactants are [NH2:1][CH2:2][C:3]1[CH:4]=[CH:5][C:6]([OH:36])=[C:7]([C:9]2[C:14]([OH:15])=[C:13]([C:16]3[NH:20][C:19]4[CH:21]=[CH:22][C:23]([C:25](=[NH:27])[NH2:26])=[CH:24][C:18]=4[N:17]=3)[CH:12]=[C:11]([CH:28]([CH2:32][C:33]([OH:35])=[O:34])[C:29]([OH:31])=[O:30])[CH:10]=2)[CH:8]=1.[O-:37][C:38]#[N:39].[K+]. The catalyst is CO.Cl. The product is [C:25]([C:23]1[CH:22]=[CH:21][C:19]2[NH:20][C:16]([C:13]3[CH:12]=[C:11]([CH:28]([CH2:32][C:33]([OH:35])=[O:34])[C:29]([OH:31])=[O:30])[CH:10]=[C:9]([C:7]4[CH:8]=[C:3]([CH2:2][NH:1][C:38]([NH2:39])=[O:37])[CH:4]=[CH:5][C:6]=4[OH:36])[C:14]=3[OH:15])=[N:17][C:18]=2[CH:24]=1)(=[NH:26])[NH2:27]. The yield is 0.200. (4) The catalyst is CCO.C1COCC1. The reactants are [Cl:1][C:2]1[C:3]([C:47](=[O:57])[N:48]([CH2:53][CH2:54][CH2:55][CH3:56])[CH2:49][CH2:50][CH2:51][CH3:52])=[N:4][N:5]([C:8]2[CH:34]=[CH:33][C:11]([C:12]([NH:14][S:15]([C:18]3[CH:27]=[C:26]4[C:21]([CH:22]=[CH:23][C:24]([C:28]([O:30]CC)=[O:29])=[CH:25]4)=[CH:20][CH:19]=3)(=[O:17])=[O:16])=[O:13])=[CH:10][C:9]=2[C:35]([N:37]2[CH2:46][CH2:45][C:44]3[C:39](=[CH:40][CH:41]=[CH:42][CH:43]=3)[CH2:38]2)=[O:36])[C:6]=1[CH3:7].[Li+].[OH-]. The product is [Cl:1][C:2]1[C:3]([C:47](=[O:57])[N:48]([CH2:53][CH2:54][CH2:55][CH3:56])[CH2:49][CH2:50][CH2:51][CH3:52])=[N:4][N:5]([C:8]2[CH:34]=[CH:33][C:11]([C:12]([NH:14][S:15]([C:18]3[CH:27]=[C:26]4[C:21]([CH:22]=[CH:23][C:24]([C:28]([OH:30])=[O:29])=[CH:25]4)=[CH:20][CH:19]=3)(=[O:17])=[O:16])=[O:13])=[CH:10][C:9]=2[C:35]([N:37]2[CH2:46][CH2:45][C:44]3[C:39](=[CH:40][CH:41]=[CH:42][CH:43]=3)[CH2:38]2)=[O:36])[C:6]=1[CH3:7]. The yield is 0.680. (5) The reactants are [C:1](O)(=O)[CH2:2][C:3]([OH:5])=[O:4].N1[CH2:13][CH2:12][CH2:11][CH2:10][CH2:9]1.C1(C=O)CCCC1.Cl. The catalyst is N1C=CC=CC=1. The product is [CH:9]1(/[CH:1]=[CH:2]/[C:3]([OH:5])=[O:4])[CH2:13][CH2:12][CH2:11][CH2:10]1. The yield is 0.770.